Dataset: Forward reaction prediction with 1.9M reactions from USPTO patents (1976-2016). Task: Predict the product of the given reaction. (1) Given the reactants C1(S([N:10]2[C:18]3[C:13](=[C:14]([NH:37][C:38]([C:40]4[O:41][CH:42]=[CH:43][CH:44]=4)=[O:39])[CH:15]=[C:16]([C:19]4[CH:24]=[CH:23][N:22]=[C:21]5[N:25](S(C6C=CC=CC=6)(=O)=O)[CH:26]=[CH:27][C:20]=45)[CH:17]=3)[CH:12]=[N:11]2)(=O)=O)C=CC=CC=1.[OH-].[Na+].Cl, predict the reaction product. The product is: [NH:25]1[C:21]2=[N:22][CH:23]=[CH:24][C:19]([C:16]3[CH:17]=[C:18]4[C:13]([CH:12]=[N:11][NH:10]4)=[C:14]([NH:37][C:38]([C:40]4[O:41][CH:42]=[CH:43][CH:44]=4)=[O:39])[CH:15]=3)=[C:20]2[CH:27]=[CH:26]1. (2) Given the reactants F[C:2]1[CH:10]=[C:9]([F:11])[CH:8]=[CH:7][C:3]=1[C:4]([OH:6])=[O:5].[NH:12]1[CH2:17][CH2:16][S:15][CH2:14][CH2:13]1.C(N(CC)CC)C, predict the reaction product. The product is: [F:11][C:9]1[CH:8]=[CH:7][C:3]([C:4]([OH:6])=[O:5])=[C:2]([N:12]2[CH2:17][CH2:16][S:15][CH2:14][CH2:13]2)[CH:10]=1. (3) The product is: [C:15]([O:14][C:12]([NH:1][C@@H:2]([CH3:7])[CH2:3][C:4]([O:6][CH2:27][CH3:28])=[O:5])=[O:13])([CH3:18])([CH3:17])[CH3:16]. Given the reactants [NH2:1][C@@H:2]([CH3:7])[CH2:3][C:4]([OH:6])=[O:5].S(Cl)(Cl)=O.[C:12](O[C:12]([O:14][C:15]([CH3:18])([CH3:17])[CH3:16])=[O:13])([O:14][C:15]([CH3:18])([CH3:17])[CH3:16])=[O:13].[CH3:27][CH2:28]O, predict the reaction product. (4) Given the reactants Cl.Cl.[CH3:3][N:4]([C:13]1[CH:14]=[CH:15][CH:16]=[C:17]2[C:21]=1[NH:20][C:19]([C:22]1[S:23][CH:24]([CH2:27][N:28]3[CH2:33][CH2:32][O:31][CH2:30][CH2:29]3)[CH2:25][N:26]=1)=[CH:18]2)[S:5]([C:8]1[S:9][CH:10]=[CH:11][CH:12]=1)(=[O:7])=[O:6].[OH-].[Na+], predict the reaction product. The product is: [CH3:3][N:4]([C:13]1[CH:14]=[CH:15][CH:16]=[C:17]2[C:21]=1[NH:20][C:19]([C:22]1[S:23][CH:24]([CH2:27][N:28]3[CH2:33][CH2:32][O:31][CH2:30][CH2:29]3)[CH2:25][N:26]=1)=[CH:18]2)[S:5]([C:8]1[S:9][CH:10]=[CH:11][CH:12]=1)(=[O:7])=[O:6]. (5) Given the reactants [CH:1]1([CH2:6][CH2:7][CH2:8][O:9][C:10]2[C:15]([O:16][CH3:17])=[CH:14][C:13]([C:18]([CH3:22])([CH3:21])[C:19]#[N:20])=[C:12]([N+:23]([O-])=O)[CH:11]=2)[CH2:5][CH2:4][CH2:3][CH2:2]1.COC1C(OCCCN2CCCC2)=CC([N+]([O-])=O)=C(C2(C#N)CCC2)C=1, predict the reaction product. The product is: [CH:1]1([CH2:6][CH2:7][CH2:8][O:9][C:10]2[CH:11]=[C:12]3[C:13]([C:18]([CH3:22])([CH3:21])[C:19]([NH2:20])=[N:23]3)=[CH:14][C:15]=2[O:16][CH3:17])[CH2:5][CH2:4][CH2:3][CH2:2]1.